From a dataset of Catalyst prediction with 721,799 reactions and 888 catalyst types from USPTO. Predict which catalyst facilitates the given reaction. (1) Reactant: [F:1][C:2]1[CH:10]=[CH:9][C:8]([CH:11]([OH:13])[CH3:12])=[CH:7][C:3]=1[C:4]([OH:6])=O.[C:14]([O:18][C:19]([N:21]1[CH2:26][CH2:25][NH:24][CH2:23][CH2:22]1)=[O:20])([CH3:17])([CH3:16])[CH3:15].C(N(CC)CC)C. Product: [C:14]([O:18][C:19]([N:21]1[CH2:26][CH2:25][N:24]([C:4](=[O:6])[C:3]2[CH:7]=[C:8]([CH:11]([OH:13])[CH3:12])[CH:9]=[CH:10][C:2]=2[F:1])[CH2:23][CH2:22]1)=[O:20])([CH3:17])([CH3:15])[CH3:16]. The catalyst class is: 2. (2) Reactant: [OH:1][CH:2]([C:16]1[CH:21]=[CH:20][C:19]([CH3:22])=[CH:18][CH:17]=1)[C:3]#[C:4][C:5]1([OH:15])[CH2:14][CH2:13][C:8]2([O:12][CH2:11][CH2:10][O:9]2)[CH2:7][CH2:6]1. The catalyst class is: 327. Product: [OH:15][C:5]1([C:4]#[C:3][C:2]([C:16]2[CH:21]=[CH:20][C:19]([CH3:22])=[CH:18][CH:17]=2)=[O:1])[CH2:14][CH2:13][C:8]2([O:12][CH2:11][CH2:10][O:9]2)[CH2:7][CH2:6]1. (3) The catalyst class is: 165. Reactant: [O:1]1[CH2:6][CH2:5][CH:4]([N:7]2[CH2:12][CH2:11][NH:10][CH2:9][CH2:8]2)[CH2:3][CH2:2]1.CNC.C(O)C.Br[CH2:20][C:21]([NH:23][C:24]1[S:25][C:26]([C:34]([CH:36]2[CH2:41][CH2:40][O:39][CH2:38][CH2:37]2)=[O:35])=[C:27]([C:29]2[O:30][CH:31]=[CH:32][CH:33]=2)[N:28]=1)=[O:22]. Product: [O:30]1[CH:31]=[CH:32][CH:33]=[C:29]1[C:27]1[N:28]=[C:24]([NH:23][C:21](=[O:22])[CH2:20][N:10]2[CH2:11][CH2:12][N:7]([CH:4]3[CH2:5][CH2:6][O:1][CH2:2][CH2:3]3)[CH2:8][CH2:9]2)[S:25][C:26]=1[C:34]([CH:36]1[CH2:37][CH2:38][O:39][CH2:40][CH2:41]1)=[O:35]. (4) Reactant: [CH3:1][NH:2][C:3]([C:5]1[CH:6]=[CH:7][C:8]2[CH:12]=[C:11]([C:13]3[C:18]([CH3:19])=[CH:17][N:16]=[C:15](Cl)[N:14]=3)[S:10][C:9]=2[CH:21]=1)=[O:4].[C:22]([O:26][C:27]([N:29]1[CH2:34][CH2:33][N:32]([CH2:35][CH2:36][CH2:37][NH2:38])[CH2:31][CH2:30]1)=[O:28])([CH3:25])([CH3:24])[CH3:23].C(N(C(C)C)CC)(C)C. The catalyst class is: 12. Product: [C:22]([O:26][C:27]([N:29]1[CH2:30][CH2:31][N:32]([CH2:35][CH2:36][CH2:37][NH:38][C:15]2[N:14]=[C:13]([C:11]3[S:10][C:9]4[CH:21]=[C:5]([C:3](=[O:4])[NH:2][CH3:1])[CH:6]=[CH:7][C:8]=4[CH:12]=3)[C:18]([CH3:19])=[CH:17][N:16]=2)[CH2:33][CH2:34]1)=[O:28])([CH3:25])([CH3:24])[CH3:23].